Dataset: Full USPTO retrosynthesis dataset with 1.9M reactions from patents (1976-2016). Task: Predict the reactants needed to synthesize the given product. Given the product [C:7]([O:21][C:18]([N:13]1[CH2:12][CH2:11][C:10]2[CH:16]=[CH:17][C:7]([C:5]3[O:6][C:2]([CH3:3])=[CH:1][N:4]=3)=[CH:8][C:9]=2[CH2:15][CH2:14]1)=[O:20])([CH3:17])([CH3:8])[CH3:5], predict the reactants needed to synthesize it. The reactants are: [CH2:1]([NH:4][C:5]([C:7]1[CH:17]=[CH:16][C:10]2[CH2:11][CH2:12][NH:13][CH2:14][CH2:15][C:9]=2[CH:8]=1)=[O:6])[C:2]#[CH:3].[C:18]([OH:21])(=[O:20])C.